From a dataset of Reaction yield outcomes from USPTO patents with 853,638 reactions. Predict the reaction yield, written as a fraction of the theoretical maximum amount of product (1.0 means a 100% yield; for example, 0.34 means a 34% yield). The reactants are [N+:1]([C:4]1[CH:9]=[CH:8][CH:7]=[CH:6][C:5]=1[OH:10])([O-:3])=[O:2].C(N(CC)CC)C.[F:18][C:19]([F:32])([F:31])[S:20](O[S:20]([C:19]([F:32])([F:31])[F:18])(=[O:22])=[O:21])(=[O:22])=[O:21].[Cl-].[NH4+]. The catalyst is C(Cl)Cl. The product is [F:18][C:19]([F:32])([F:31])[S:20]([O:10][C:5]1[CH:6]=[CH:7][CH:8]=[CH:9][C:4]=1[N+:1]([O-:3])=[O:2])(=[O:22])=[O:21]. The yield is 0.880.